This data is from Forward reaction prediction with 1.9M reactions from USPTO patents (1976-2016). The task is: Predict the product of the given reaction. (1) The product is: [NH:1]1[C:9]2[C:4](=[C:5]([C:10]3[N:11]=[C:12]([N:22]4[CH2:23][CH2:24][O:25][CH2:26][CH2:27]4)[C:13]4[CH:18]=[C:17]([C:19]([N:30]([CH3:31])[CH3:29])=[O:20])[S:16][C:14]=4[N:15]=3)[CH:6]=[CH:7][CH:8]=2)[CH:3]=[N:2]1. Given the reactants [NH:1]1[C:9]2[C:4](=[C:5]([C:10]3[N:11]=[C:12]([N:22]4[CH2:27][CH2:26][O:25][CH2:24][CH2:23]4)[C:13]4[CH:18]=[C:17]([C:19](O)=[O:20])[S:16][C:14]=4[N:15]=3)[CH:6]=[CH:7][CH:8]=2)[CH:3]=[N:2]1.Cl.[CH3:29][NH:30][CH3:31], predict the reaction product. (2) Given the reactants [Cl:1][C:2]1[CH:8]=[C:7]([O:9][C:10]2[C:19]3[C:14](=[CH:15][C:16]([O:22][CH3:23])=[C:17]([O:20][CH3:21])[CH:18]=3)[N:13]=[CH:12][N:11]=2)[CH:6]=[CH:5][C:3]=1[NH2:4].C1(C)C=CC=CC=1.C(N(CC)CC)C.ClC(Cl)(O[C:42](=[O:48])[O:43][C:44](Cl)(Cl)Cl)Cl.[Cl:50][C:51]1[CH:61]=[CH:60][C:54]([O:55][CH2:56][CH2:57]CO)=[CH:53][CH:52]=1, predict the reaction product. The product is: [Cl:1][C:2]1[CH:8]=[C:7]([O:9][C:10]2[C:19]3[C:14](=[CH:15][C:16]([O:22][CH3:23])=[C:17]([O:20][CH3:21])[CH:18]=3)[N:13]=[CH:12][N:11]=2)[CH:6]=[CH:5][C:3]=1[NH:4][C:42](=[O:48])[O:43][CH2:44][CH2:57][CH2:56][O:55][C:54]1[CH:60]=[CH:61][C:51]([Cl:50])=[CH:52][CH:53]=1. (3) Given the reactants [F:1][C:2]1[CH:15]=[CH:14][C:5]([O:6][CH2:7][C:8]([O:10]C(C)C)=[O:9])=[C:4]([CH3:16])[C:3]=1[NH:17][CH2:18][C:19]1[CH:24]=[C:23]([CH3:25])[CH:22]=[C:21]([C:26]2[CH:31]=[CH:30][CH:29]=[C:28]([F:32])[CH:27]=2)[C:20]=1[F:33].[OH-].[Na+].Cl, predict the reaction product. The product is: [F:1][C:2]1[CH:15]=[CH:14][C:5]([O:6][CH2:7][C:8]([OH:10])=[O:9])=[C:4]([CH3:16])[C:3]=1[NH:17][CH2:18][C:19]1[CH:24]=[C:23]([CH3:25])[CH:22]=[C:21]([C:26]2[CH:31]=[CH:30][CH:29]=[C:28]([F:32])[CH:27]=2)[C:20]=1[F:33]. (4) The product is: [C:1]1([CH3:24])[CH:2]=[CH:3][C:4]([C:7]2[CH:23]=[C:10]3[CH:11]=[C:12]([C:15]4[CH:16]=[C:17]([CH:18]([OH:19])[C:25]#[CH:26])[CH:20]=[CH:21][CH:22]=4)[CH:13]=[CH:14][N:9]3[N:8]=2)=[CH:5][CH:6]=1. Given the reactants [C:1]1([CH3:24])[CH:6]=[CH:5][C:4]([C:7]2[CH:23]=[C:10]3[CH:11]=[C:12]([C:15]4[CH:16]=[C:17]([CH:20]=[CH:21][CH:22]=4)[CH:18]=[O:19])[CH:13]=[CH:14][N:9]3[N:8]=2)=[CH:3][CH:2]=1.[C:25]([Mg]Br)#[CH:26], predict the reaction product. (5) Given the reactants [C:1]1([CH2:7][CH2:8][C:9]#[N:10])[CH:6]=[CH:5][CH:4]=[CH:3][CH:2]=1.C(O[CH:16](N(C)C)[N:17]([CH3:19])[CH3:18])(C)(C)C, predict the reaction product. The product is: [CH2:7](/[C:8](=[CH:16]\[N:17]([CH3:19])[CH3:18])/[C:9]#[N:10])[C:1]1[CH:6]=[CH:5][CH:4]=[CH:3][CH:2]=1. (6) Given the reactants CO.C[O-].[Na+].[SH:6][CH2:7][C:8]([O:10][CH3:11])=[O:9].Cl/[C:13](/[C:17]1[CH:22]=[CH:21][C:20]([O:23][C:24]([F:27])([F:26])[F:25])=[CH:19][CH:18]=1)=[CH:14]/[C:15]#[N:16], predict the reaction product. The product is: [NH2:16][C:15]1[CH:14]=[C:13]([C:17]2[CH:18]=[CH:19][C:20]([O:23][C:24]([F:25])([F:26])[F:27])=[CH:21][CH:22]=2)[S:6][C:7]=1[C:8]([O:10][CH3:11])=[O:9]. (7) The product is: [C:12]([O:16][C:17]([C:19]1[CH:27]=[C:26]2[C:25](=[CH:21][CH:20]=1)[NH:24][CH:23]=[C:2]2[CH:1]=[O:5])=[O:18])([CH3:15])([CH3:13])[CH3:14]. Given the reactants [C:1](Cl)(=[O:5])[C:2](Cl)=O.CN(C)C=O.[C:12]([O:16][C:17]([C:19]1[CH:20]=[C:21]2[C:25](=[CH:26][CH:27]=1)[NH:24][CH:23]=C2)=[O:18])([CH3:15])([CH3:14])[CH3:13].O1CCCC1, predict the reaction product. (8) Given the reactants [CH3:1][C:2]([N:9]1[CH2:14][CH2:13][C:12](=O)[CH2:11][CH2:10]1)([CH3:8])[C:3]([O:5][CH2:6][CH3:7])=[O:4].Cl.[F:17][C:18]([F:35])([F:34])[O:19][C:20]1[CH:25]=[CH:24][C:23]([C:26]2[CH:31]=[CH:30][C:29]([CH2:32][NH2:33])=[CH:28][CH:27]=2)=[CH:22][CH:21]=1.C(O)(=O)C.C(O[BH-](OC(=O)C)OC(=O)C)(=O)C.[Na+].C(=O)([O-])[O-].[Na+].[Na+], predict the reaction product. The product is: [CH3:1][C:2]([N:9]1[CH2:14][CH2:13][CH:12]([NH:33][CH2:32][C:29]2[CH:30]=[CH:31][C:26]([C:23]3[CH:24]=[CH:25][C:20]([O:19][C:18]([F:17])([F:34])[F:35])=[CH:21][CH:22]=3)=[CH:27][CH:28]=2)[CH2:11][CH2:10]1)([CH3:8])[C:3]([O:5][CH2:6][CH3:7])=[O:4].